From a dataset of Reaction yield outcomes from USPTO patents with 853,638 reactions. Predict the reaction yield, written as a fraction of the theoretical maximum amount of product (1.0 means a 100% yield; for example, 0.34 means a 34% yield). (1) The reactants are Cl[CH2:2][C:3]1[CH:8]=[CH:7][C:6]([CH:9]=[CH2:10])=[CH:5][CH:4]=1.[C:11]1(=[O:21])[NH:15][C:14](=[O:16])[C:13]2=[CH:17][CH:18]=[CH:19][CH:20]=[C:12]12.[K]. The catalyst is CN(C=O)C.O. The product is [CH:9]([C:6]1[CH:7]=[CH:8][C:3]([CH2:2][N:15]2[C:11](=[O:21])[C:12]3[C:13](=[CH:17][CH:18]=[CH:19][CH:20]=3)[C:14]2=[O:16])=[CH:4][CH:5]=1)=[CH2:10]. The yield is 0.460. (2) The reactants are Cl[C:2]1[N:7]=[C:6]([NH:8][CH2:9][C@H:10]([OH:12])[CH3:11])[CH:5]=[C:4]([Cl:13])[N:3]=1.CCN(C(C)C)C(C)C.[NH:23]1[CH2:28][CH2:27][O:26][CH2:25][CH2:24]1. The catalyst is O1CCOCC1. The product is [Cl:13][C:4]1[N:3]=[C:2]([N:23]2[CH2:28][CH2:27][O:26][CH2:25][CH2:24]2)[N:7]=[C:6]([NH:8][CH2:9][C@H:10]([OH:12])[CH3:11])[CH:5]=1. The yield is 0.930. (3) The reactants are [CH3:1][O:2][C:3]1[C:12]([NH:13][C:14](=[O:18])OCC)=[N:11][C:10]2[C:5](=[CH:6][CH:7]=[C:8]([O:19][CH3:20])[CH:9]=2)[N:4]=1.[CH3:21][O:22][C:23]1[CH:24]=[C:25]([N:33]2[CH2:38][CH2:37][NH:36][CH2:35][CH2:34]2)[CH:26]=[C:27]([O:31][CH3:32])[C:28]=1[O:29][CH3:30]. The yield is 0.970. No catalyst specified. The product is [CH3:1][O:2][C:3]1[C:12]([NH:13][C:14]([N:36]2[CH2:35][CH2:34][N:33]([C:25]3[CH:24]=[C:23]([O:22][CH3:21])[C:28]([O:29][CH3:30])=[C:27]([O:31][CH3:32])[CH:26]=3)[CH2:38][CH2:37]2)=[O:18])=[N:11][C:10]2[C:5](=[CH:6][CH:7]=[C:8]([O:19][CH3:20])[CH:9]=2)[N:4]=1. (4) The reactants are [CH:1]1[C:13]2[C:12](=O)[C:11]3[C:6](=[CH:7][CH:8]=[CH:9][CH:10]=3)[C:5]=2[N:4]=[CH:3][CH:2]=1.O.NN.[Cl-].[Na+]. The catalyst is C(O)COCCO. The product is [CH:1]1[C:13]2[CH2:12][C:11]3[C:6](=[CH:7][CH:8]=[CH:9][CH:10]=3)[C:5]=2[N:4]=[CH:3][CH:2]=1. The yield is 0.990. (5) The reactants are Cl.[Cl:2][C:3]1[CH:4]=[C:5]([CH:10]([CH:16]2[CH2:19][N:18](C(OC(C)(C)C)=O)[CH2:17]2)CS(C)(=O)=O)[CH:6]=[CH:7][C:8]=1[Cl:9].[CH3:27][OH:28]. No catalyst specified. The product is [ClH:2].[CH:27]1([O:28][CH:10]([C:5]2[CH:6]=[CH:7][C:8]([Cl:9])=[C:3]([Cl:2])[CH:4]=2)[CH:16]2[CH2:17][NH:18][CH2:19]2)[CH2:7][CH2:8][CH2:3][CH2:4]1. The yield is 0.970. (6) The reactants are [CH3:1][N:2]1[CH:6]=[CH:5][CH:4]=[N:3]1.C([Li])CCC.[B:12](OC(C)C)([O:17]C(C)C)[O:13]C(C)C.Cl. The catalyst is O1CCCC1. The product is [CH3:1][N:2]1[C:6]([B:12]([OH:17])[OH:13])=[CH:5][CH:4]=[N:3]1. The yield is 0.330. (7) The reactants are C([O:4][C:5](=[O:7])[CH3:6])(=O)C.O[NH:9][C:10](=[NH:26])[CH2:11][C:12]1([N:17]2[C:21]3=[N:22][CH:23]=[CH:24][CH:25]=[C:20]3[CH:19]=[CH:18]2)[CH2:16][CH2:15][CH2:14][CH2:13]1.C(OCC)(=O)C.C([O-])(O)=O.[Na+]. The catalyst is O. The product is [C:5]([O:4][NH:26][C:10](=[NH:9])[CH2:11][C:12]1([N:17]2[C:21]3=[N:22][CH:23]=[CH:24][CH:25]=[C:20]3[CH:19]=[CH:18]2)[CH2:13][CH2:14][CH2:15][CH2:16]1)(=[O:7])[CH3:6]. The yield is 0.810.